This data is from Reaction yield outcomes from USPTO patents with 853,638 reactions. The task is: Predict the reaction yield, written as a fraction of the theoretical maximum amount of product (1.0 means a 100% yield; for example, 0.34 means a 34% yield). (1) The reactants are [CH3:1][O:2][C:3]1[CH:8]=[CH:7][CH:6]=[CH:5][C:4]=1[C:9]1[N:14]=[CH:13][N:12]=[C:11]([NH2:15])[CH:10]=1.[CH2:16]([O:23][C:24]([N:26]1[CH2:31][CH2:30][CH2:29][C@@H:28]([C:32](Cl)=[O:33])[CH2:27]1)=[O:25])[C:17]1[CH:22]=[CH:21][CH:20]=[CH:19][CH:18]=1.C(OCC)(=O)C. The catalyst is ClCCl.CN(C)C1C=CN=CC=1.CCCCCC. The product is [CH2:16]([O:23][C:24]([N:26]1[CH2:31][CH2:30][CH2:29][C@@H:28]([C:32](=[O:33])[NH:15][C:11]2[CH:10]=[C:9]([C:4]3[CH:5]=[CH:6][CH:7]=[CH:8][C:3]=3[O:2][CH3:1])[N:14]=[CH:13][N:12]=2)[CH2:27]1)=[O:25])[C:17]1[CH:22]=[CH:21][CH:20]=[CH:19][CH:18]=1. The yield is 0.670. (2) The reactants are C(OC(C(F)(F)F)=O)(C(F)(F)F)=[O:2].[Cl:14][C:15]1[CH:16]=[CH:17][C:18]([CH2:21][O:22][C:23]2[CH:28]=[CH:27][N+:26]([O-])=[CH:25][CH:24]=2)=[N:19][CH:20]=1.CCN(CC)CC. The catalyst is C1COCC1.O. The product is [Cl:14][C:15]1[CH:16]=[CH:17][C:18]([CH2:21][O:22][C:23]2[CH:28]=[CH:27][NH:26][C:25](=[O:2])[CH:24]=2)=[N:19][CH:20]=1. The yield is 0.770. (3) The reactants are Cl.O1CCOCC1.OC(C(F)(F)F)=O.OC(C(F)(F)F)=O.[S:22]1[C:26]2[CH:27]=[C:28]([NH:31][C:32]([N:34]3[CH2:39][CH2:38][N:37](C(OC(C)(C)C)=O)[CH2:36][CH:35]3[CH2:47][O:48][C:49]3[CH:50]=[N:51][CH:52]=[CH:53][CH:54]=3)=[O:33])[CH:29]=[CH:30][C:25]=2[N:24]=[CH:23]1. The catalyst is CO. The product is [S:22]1[C:26]2[CH:27]=[C:28]([NH:31][C:32]([N:34]3[CH2:39][CH2:38][NH:37][CH2:36][CH:35]3[CH2:47][O:48][C:49]3[CH:50]=[N:51][CH:52]=[CH:53][CH:54]=3)=[O:33])[CH:29]=[CH:30][C:25]=2[N:24]=[CH:23]1. The yield is 0.850.